Dataset: CYP1A2 inhibition data for predicting drug metabolism from PubChem BioAssay. Task: Regression/Classification. Given a drug SMILES string, predict its absorption, distribution, metabolism, or excretion properties. Task type varies by dataset: regression for continuous measurements (e.g., permeability, clearance, half-life) or binary classification for categorical outcomes (e.g., BBB penetration, CYP inhibition). Dataset: cyp1a2_veith. The compound is COC(=O)/C=C\CCc1coc(/C=C\CNC(=O)OC)n1. The result is 0 (non-inhibitor).